This data is from Forward reaction prediction with 1.9M reactions from USPTO patents (1976-2016). The task is: Predict the product of the given reaction. Given the reactants [C:1]1([CH:7]=[CH:8][C:9](=[O:21])[CH2:10][C:11](=[O:20])[CH:12]=[CH:13][C:14]2[CH:19]=[CH:18][CH:17]=[CH:16][CH:15]=2)[CH:6]=[CH:5][CH:4]=[CH:3][CH:2]=1.[OH-].[Na+].O.[CH2:25](Br)[C:26]1[CH:31]=[CH:30][CH:29]=[CH:28][CH:27]=1, predict the reaction product. The product is: [CH2:25]([C:10]([CH2:7][C:1]1[CH:6]=[CH:5][CH:4]=[CH:3][CH:2]=1)([C:11](=[O:20])[CH:12]=[CH:13][C:14]1[CH:15]=[CH:16][CH:17]=[CH:18][CH:19]=1)[C:9](=[O:21])[CH:8]=[CH:7][C:1]1[CH:2]=[CH:3][CH:4]=[CH:5][CH:6]=1)[C:26]1[CH:31]=[CH:30][CH:29]=[CH:28][CH:27]=1.